Dataset: Reaction yield outcomes from USPTO patents with 853,638 reactions. Task: Predict the reaction yield, written as a fraction of the theoretical maximum amount of product (1.0 means a 100% yield; for example, 0.34 means a 34% yield). (1) The reactants are [F:1][C:2]1([F:32])[CH2:7][CH2:6][N:5]([C:8]([C:10]2[NH:11][C:12]3[C:17]([CH:18]=2)=[CH:16][C:15]([C:19]([N:21]2[CH2:25][CH2:24][CH2:23][C@H:22]2[CH2:26][N:27]2[CH2:31][CH2:30][CH2:29][CH2:28]2)=[O:20])=[CH:14][CH:13]=3)=[O:9])[CH2:4][CH2:3]1.[H-].[Na+].Br[CH:36]([CH3:38])[CH3:37]. The catalyst is CN(C)C=O. The product is [F:32][C:2]1([F:1])[CH2:7][CH2:6][N:5]([C:8]([C:10]2[N:11]([CH:36]([CH3:38])[CH3:37])[C:12]3[C:17]([CH:18]=2)=[CH:16][C:15]([C:19]([N:21]2[CH2:25][CH2:24][CH2:23][C@H:22]2[CH2:26][N:27]2[CH2:31][CH2:30][CH2:29][CH2:28]2)=[O:20])=[CH:14][CH:13]=3)=[O:9])[CH2:4][CH2:3]1. The yield is 0.450. (2) The reactants are [CH3:1][C:2]1[CH:11]=[CH:10][CH:9]=[C:8]2[C:3]=1[CH2:4][CH2:5][C:6]([NH2:15])([C:12]([OH:14])=[O:13])[CH2:7]2.C(N(CC)CC)C.[C:23](=O)([O:39]N1C(=O)CCC1=O)[O:24][CH2:25][CH:26]1[C:38]2[CH:37]=[CH:36][CH:35]=[CH:34][C:33]=2[C:32]2[C:27]1=[CH:28][CH:29]=[CH:30][CH:31]=2. The catalyst is C(#N)C.O. The product is [C:23]([CH:7]1[C:8]2[C:3](=[C:2]([CH3:1])[CH:11]=[CH:10][CH:9]=2)[CH2:4][CH2:5][C:6]1([NH2:15])[C:12]([OH:14])=[O:13])([O:24][CH2:25][CH:26]1[C:27]2[C:32](=[CH:31][CH:30]=[CH:29][CH:28]=2)[C:33]2[C:38]1=[CH:37][CH:36]=[CH:35][CH:34]=2)=[O:39]. The yield is 0.740.